From a dataset of Forward reaction prediction with 1.9M reactions from USPTO patents (1976-2016). Predict the product of the given reaction. (1) Given the reactants [Br:1][C:2]1[C:10]2[C:5](=[CH:6][CH:7]=[C:8]([C:11]#[N:12])[CH:9]=2)[N:4]([CH:13]2[CH2:18][CH2:17][CH2:16][CH2:15][O:14]2)[N:3]=1.[OH-:19].[Na+].OO.Cl, predict the reaction product. The product is: [Br:1][C:2]1[C:10]2[C:5](=[CH:6][CH:7]=[C:8]([C:11]([NH2:12])=[O:19])[CH:9]=2)[N:4]([CH:13]2[CH2:18][CH2:17][CH2:16][CH2:15][O:14]2)[N:3]=1. (2) The product is: [Cl:1][C:2]1[CH:34]=[CH:33][C:32]([OH:35])=[CH:31][C:3]=1[C:4]([NH:6][C:7]1[CH:8]=[N:9][C:10]([NH:13][C:14]2[CH:19]=[CH:18][C:17]([S:20]([CH2:23][CH2:24][CH2:25][N:26]3[CH2:27][CH2:28][CH2:29][CH2:30]3)(=[O:21])=[O:22])=[CH:16][CH:15]=2)=[N:11][CH:12]=1)=[O:5]. Given the reactants [Cl:1][C:2]1[CH:34]=[CH:33][C:32]([O:35]C)=[CH:31][C:3]=1[C:4]([NH:6][C:7]1[CH:8]=[N:9][C:10]([NH:13][C:14]2[CH:19]=[CH:18][C:17]([S:20]([CH2:23][CH2:24][CH2:25][N:26]3[CH2:30][CH2:29][CH2:28][CH2:27]3)(=[O:22])=[O:21])=[CH:16][CH:15]=2)=[N:11][CH:12]=1)=[O:5].B(Br)(Br)Br.S([O-])([O-])(=O)=S.[Na+].[Na+], predict the reaction product. (3) Given the reactants C([O-])([O-])=O.[K+].[K+].[F:7][C:8]([F:23])([F:22])[C:9]1[CH:14]=[CH:13][C:12]([C:15](=[O:21])[CH2:16][CH2:17][CH2:18][CH2:19]Cl)=[CH:11][CH:10]=1.[CH3:24][CH:25]([CH3:41])[C:26]([NH:28][C:29]1[CH:34]=[CH:33][CH:32]=[C:31]([CH:35]2[CH2:40][CH2:39][NH:38][CH2:37][CH2:36]2)[CH:30]=1)=[O:27], predict the reaction product. The product is: [CH3:24][CH:25]([CH3:41])[C:26]([NH:28][C:29]1[CH:34]=[CH:33][CH:32]=[C:31]([CH:35]2[CH2:40][CH2:39][N:38]([CH2:19][CH2:18][CH2:17][CH2:16][C:15](=[O:21])[C:12]3[CH:13]=[CH:14][C:9]([C:8]([F:23])([F:22])[F:7])=[CH:10][CH:11]=3)[CH2:37][CH2:36]2)[CH:30]=1)=[O:27]. (4) Given the reactants [CH3:1][S:2]([N:5]1[C:9]2[N:10]=[C:11]([N:39]3[CH2:44][CH2:43][O:42][CH2:41][CH2:40]3)[N:12]=[C:13]([C:14]3[CH:15]=[N:16][C:17]([N:20](CC4C=CC(OC)=CC=4)CC4C=CC(OC)=CC=4)=[N:18][CH:19]=3)[C:8]=2[CH:7]=[CH:6]1)(=[O:4])=[O:3].S(=O)(=O)(O)O.P([O-])([O-])([O-])=O.[K+].[K+].[K+], predict the reaction product. The product is: [CH3:1][S:2]([N:5]1[C:9]2[N:10]=[C:11]([N:39]3[CH2:44][CH2:43][O:42][CH2:41][CH2:40]3)[N:12]=[C:13]([C:14]3[CH:19]=[N:18][C:17]([NH2:20])=[N:16][CH:15]=3)[C:8]=2[CH:7]=[CH:6]1)(=[O:4])=[O:3]. (5) Given the reactants [CH3:1][NH:2][CH2:3][C:4]1[S:5][CH:6]=[CH:7][CH:8]=1.[CH:9]1([C:15](Cl)=[O:16])[CH2:14][CH2:13][CH2:12][CH2:11][CH2:10]1.C(O)C(N)(CO)CO, predict the reaction product. The product is: [CH3:1][N:2]([CH2:3][C:4]1[S:5][CH:6]=[CH:7][CH:8]=1)[C:15]([CH:9]1[CH2:14][CH2:13][CH2:12][CH2:11][CH2:10]1)=[O:16].